From a dataset of Full USPTO retrosynthesis dataset with 1.9M reactions from patents (1976-2016). Predict the reactants needed to synthesize the given product. Given the product [C:31]([O:34][CH2:35][O:11][C:10](=[O:12])[C:9]1[CH:13]=[CH:14][CH:15]=[C:7]([CH2:6][CH:5]([NH:4][C:1](=[O:3])[CH3:2])[B:18]2[O:26][CH:25]3[C:20]([CH3:30])([CH:21]4[CH2:27][CH:23]([CH2:24]3)[C:22]4([CH3:29])[CH3:28])[O:19]2)[C:8]=1[O:16][CH3:17])(=[O:33])[CH3:32], predict the reactants needed to synthesize it. The reactants are: [C:1]([NH:4][CH:5]([B:18]1[O:26][CH:25]2[C:20]([CH3:30])([CH:21]3[CH2:27][CH:23]([CH2:24]2)[C:22]3([CH3:29])[CH3:28])[O:19]1)[CH2:6][C:7]1[C:8]([O:16][CH3:17])=[C:9]([CH:13]=[CH:14][CH:15]=1)[C:10]([OH:12])=[O:11])(=[O:3])[CH3:2].[C:31]([O:34][CH2:35]Br)(=[O:33])[CH3:32].